From a dataset of Reaction yield outcomes from USPTO patents with 853,638 reactions. Predict the reaction yield, written as a fraction of the theoretical maximum amount of product (1.0 means a 100% yield; for example, 0.34 means a 34% yield). (1) The reactants are [CH2:1]([O:3][C:4]1[CH:5]=[C:6]2[C:11](=[CH:12][C:13]=1[O:14][CH3:15])[N:10]=[CH:9][NH:8][C:7]2=O)[CH3:2].O=P(Cl)(Cl)[Cl:19]. The catalyst is C1(C)C=CC=CC=1. The product is [Cl:19][C:7]1[C:6]2[C:11](=[CH:12][C:13]([O:14][CH3:15])=[C:4]([O:3][CH2:1][CH3:2])[CH:5]=2)[N:10]=[CH:9][N:8]=1. The yield is 0.340. (2) The reactants are C(OC([NH:8][C@@H:9]([CH:47]([CH3:49])[CH3:48])[C:10]([O:12][C:13]1[CH:14]=[CH:15][C:16]2[C:20]([O:21][C:22]3[CH:27]=[CH:26][C:25](/[CH:28]=[CH:29]/[C:30]([O:32]C(C)(C)C)=[O:31])=[CH:24][CH:23]=3)=[C:19]([C:37]3[CH:42]=[CH:41][CH:40]=[CH:39][C:38]=3[CH:43]([CH3:45])[CH3:44])[S:18][C:17]=2[CH:46]=1)=[O:11])=O)(C)(C)C.[ClH:50]. No catalyst specified. The product is [ClH:50].[NH2:8][C@@H:9]([CH:47]([CH3:49])[CH3:48])[C:10]([O:12][C:13]1[CH:14]=[CH:15][C:16]2[C:20]([O:21][C:22]3[CH:23]=[CH:24][C:25](/[CH:28]=[CH:29]/[C:30]([OH:32])=[O:31])=[CH:26][CH:27]=3)=[C:19]([C:37]3[CH:42]=[CH:41][CH:40]=[CH:39][C:38]=3[CH:43]([CH3:44])[CH3:45])[S:18][C:17]=2[CH:46]=1)=[O:11]. The yield is 0.850. (3) The reactants are [C:1]([O:5][C:6](=[O:27])[NH:7][C@H:8]([C:12]1[CH:17]=[C:16]([C:18]2[N:22]([CH:23]([F:25])[F:24])[N:21]=[CH:20][C:19]=2[NH2:26])[CH:15]=[CH:14][N:13]=1)[CH2:9][CH:10]=[CH2:11])([CH3:4])([CH3:3])[CH3:2].[CH3:28][C@H:29]([CH:33]=[CH2:34])[C:30](O)=[O:31].N1C=CC=CC=1.C(P1(=O)OP(CCC)(=O)OP(CCC)(=O)O1)CC. The catalyst is CCOC(C)=O. The product is [C:1]([O:5][C:6](=[O:27])[NH:7][C@H:8]([C:12]1[CH:17]=[C:16]([C:18]2[N:22]([CH:23]([F:25])[F:24])[N:21]=[CH:20][C:19]=2[NH:26][C:30](=[O:31])[C@H:29]([CH3:28])[CH:33]=[CH2:34])[CH:15]=[CH:14][N:13]=1)[CH2:9][CH:10]=[CH2:11])([CH3:2])([CH3:3])[CH3:4]. The yield is 0.940. (4) The reactants are [CH:1]1([C:4]([F:17])([F:16])[C:5]2[CH:10]=[CH:9][N:8]=[C:7]([CH2:11][C:12](OC)=[O:13])[CH:6]=2)[CH2:3][CH2:2]1.[NH3:18]. The catalyst is CO. The product is [CH:1]1([C:4]([F:17])([F:16])[C:5]2[CH:10]=[CH:9][N:8]=[C:7]([CH2:11][C:12]([NH2:18])=[O:13])[CH:6]=2)[CH2:3][CH2:2]1. The yield is 0.270. (5) The reactants are [CH3:1][S:2]([C:5]1[CH:10]=[CH:9][C:8]([C:11]2[N:12]=[CH:13][C:14]([OH:17])=[N:15][CH:16]=2)=[CH:7][CH:6]=1)(=[O:4])=[O:3].CS(O[CH2:23][CH:24]1[CH2:29][CH2:28][N:27]([C:30]2[N:35]=[CH:34][C:33]([F:36])=[CH:32][N:31]=2)[CH2:26][CH2:25]1)(=O)=O.C([O-])([O-])=O.[K+].[K+].O. The catalyst is CN(C=O)C. The product is [F:36][C:33]1[CH:32]=[N:31][C:30]([N:27]2[CH2:28][CH2:29][CH:24]([CH2:23][O:17][C:14]3[CH:13]=[N:12][C:11]([C:8]4[CH:7]=[CH:6][C:5]([S:2]([CH3:1])(=[O:3])=[O:4])=[CH:10][CH:9]=4)=[CH:16][N:15]=3)[CH2:25][CH2:26]2)=[N:35][CH:34]=1. The yield is 0.500. (6) The reactants are [CH2:1]([O:3][C:4]([C@H:6]1[C@@H:11]([NH2:12])[C@H:10]2[CH2:13][C@@H:7]1[CH2:8][CH2:9]2)=[O:5])[CH3:2].[CH:14](=O)[CH2:15][CH:16]([CH3:18])[CH3:17].C([BH3-])#N.[Na+].C(=O)(O)[O-].[Na+]. The catalyst is CO.C(O)(=O)C. The product is [CH2:1]([O:3][C:4]([C@H:6]1[C@@H:11]([NH:12][CH2:14][CH2:15][CH:16]([CH3:18])[CH3:17])[C@H:10]2[CH2:13][C@@H:7]1[CH2:8][CH2:9]2)=[O:5])[CH3:2]. The yield is 0.630. (7) The reactants are [CH:1]([C:3]1[CH:8]=[CH:7][C:6]([C:9]2[CH:14]=[CH:13][C:12]([CH:15]([CH3:24])[CH2:16][NH:17][S:18]([CH:21]([CH3:23])[CH3:22])(=[O:20])=[O:19])=[CH:11][CH:10]=2)=[CH:5][CH:4]=1)=[O:2].[BH4-].[Na+]. The catalyst is C(O)C. The product is [OH:2][CH2:1][C:3]1[CH:8]=[CH:7][C:6]([C:9]2[CH:14]=[CH:13][C:12]([CH:15]([CH3:24])[CH2:16][NH:17][S:18]([CH:21]([CH3:23])[CH3:22])(=[O:20])=[O:19])=[CH:11][CH:10]=2)=[CH:5][CH:4]=1. The yield is 0.710. (8) The reactants are [CH3:1][C:2]1[N:7]=[C:6]([NH:8]C(=O)C)[CH:5]=[CH:4][C:3]=1[O:12][C:13]1[CH:18]=[CH:17][N:16]=[C:15]([C:19]2[CH:20]=[N:21][N:22]([CH3:24])[CH:23]=2)[CH:14]=1.Cl. The catalyst is C1COCC1. The product is [CH3:1][C:2]1[N:7]=[C:6]([NH2:8])[CH:5]=[CH:4][C:3]=1[O:12][C:13]1[CH:18]=[CH:17][N:16]=[C:15]([C:19]2[CH:20]=[N:21][N:22]([CH3:24])[CH:23]=2)[CH:14]=1. The yield is 0.920.